This data is from Forward reaction prediction with 1.9M reactions from USPTO patents (1976-2016). The task is: Predict the product of the given reaction. (1) The product is: [Cl:1][C:2]1[CH:9]=[CH:8][C:7]([F:10])=[CH:6][C:3]=1[CH2:4][N:22]1[C:23]2[C:19](=[CH:18][CH:17]=[C:16]([C:12]([F:11])([F:35])[C:13]([OH:15])=[O:14])[CH:24]=2)[C:20]([CH3:34])=[N:21]1. Given the reactants [Cl:1][C:2]1[CH:9]=[CH:8][C:7]([F:10])=[CH:6][C:3]=1[CH2:4]Br.[F:11][C:12]([F:35])([C:16]1[CH:24]=[C:23]2[C:19]([C:20]([CH3:34])=[N:21][N:22]2CC2C(C)=CC=CC=2C)=[CH:18][CH:17]=1)[C:13]([OH:15])=[O:14], predict the reaction product. (2) Given the reactants [CH2:1]([O:8][C:9]1[CH:14]=[CH:13][C:12]([OH:15])=[C:11]([CH3:16])[CH:10]=1)[C:2]1[CH:7]=[CH:6][CH:5]=[CH:4][CH:3]=1.C(=O)([O-])[O-].[Cs+].[Cs+].[CH3:23][O:24][C:25](=[O:30])[C:26](Br)([CH3:28])[CH3:27], predict the reaction product. The product is: [CH3:23][O:24][C:25](=[O:30])[C:26]([O:15][C:12]1[CH:13]=[CH:14][C:9]([O:8][CH2:1][C:2]2[CH:3]=[CH:4][CH:5]=[CH:6][CH:7]=2)=[CH:10][C:11]=1[CH3:16])([CH3:28])[CH3:27]. (3) Given the reactants [Br:1][C:2]1[CH:3]=[CH:4][C:5]([C:8]2[CH2:12][C@@H:11]([CH2:13]Cl)[O:10][N:9]=2)=[N:6][CH:7]=1.[NH:15]1[CH:19]=[CH:18][N:17]=[CH:16]1.C(=O)([O-])[O-].[K+].[K+].CN(C=O)C, predict the reaction product. The product is: [Br:1][C:2]1[CH:3]=[CH:4][C:5]([C:8]2[CH2:12][C@@H:11]([CH2:13][N:15]3[CH:19]=[CH:18][N:17]=[CH:16]3)[O:10][N:9]=2)=[N:6][CH:7]=1. (4) Given the reactants [Cl:1][C:2]1[N:11]=[C:10]([Cl:12])[C:9]2[NH:8][C:7](=[O:13])[CH:6]3[CH2:14][O:15][CH2:16][CH2:17][N:5]3[C:4]=2[N:3]=1.IC.[CH3:20]C([O-])(C)C, predict the reaction product. The product is: [Cl:1][C:2]1[N:11]=[C:10]([Cl:12])[C:9]2[N:8]([CH3:20])[C:7](=[O:13])[CH:6]3[CH2:14][O:15][CH2:16][CH2:17][N:5]3[C:4]=2[N:3]=1. (5) Given the reactants [NH2:1][C:2]1[N:3]=[CH:4][C:5]2[C:10]([CH:11]=1)=[CH:9][CH:8]=[CH:7][CH:6]=2.C[Al](C)C.C[O:17][C:18]([C:20]1[C:21]([NH:26][CH2:27][C:28]2[CH:33]=[CH:32][N:31]=[CH:30][CH:29]=2)=[N:22][CH:23]=[N:24][CH:25]=1)=O, predict the reaction product. The product is: [CH:4]1[C:5]2[C:10](=[CH:9][CH:8]=[CH:7][CH:6]=2)[CH:11]=[C:2]([NH:1][C:18]([C:20]2[C:21]([NH:26][CH2:27][C:28]3[CH:33]=[CH:32][N:31]=[CH:30][CH:29]=3)=[N:22][CH:23]=[N:24][CH:25]=2)=[O:17])[N:3]=1. (6) Given the reactants [CH2:1]([C:5]1[C:6]([CH3:17])=[N:7][CH:8]=[N:9][C:10]=1[C:11]1[CH:16]=[CH:15][CH:14]=[CH:13][CH:12]=1)[CH2:2][CH2:3][CH3:4].[Br:18]Br, predict the reaction product. The product is: [Br:18][CH2:17][C:6]1[C:5]([CH2:1][CH2:2][CH2:3][CH3:4])=[C:10]([C:11]2[CH:16]=[CH:15][CH:14]=[CH:13][CH:12]=2)[N:9]=[CH:8][N:7]=1.